From a dataset of Full USPTO retrosynthesis dataset with 1.9M reactions from patents (1976-2016). Predict the reactants needed to synthesize the given product. (1) The reactants are: Br[C:2]1[CH:7]=[CH:6][C:5]([N+:8]([O-:10])=[O:9])=[C:4]([O:11][CH:12]([CH3:14])[CH3:13])[CH:3]=1.[CH3:15][O:16][C:17]1[CH:18]=[N:19][CH:20]=[CH:21][C:22]=1B1OC(C)(C)C(C)(C)O1.C(=O)([O-])[O-].[Cs+].[Cs+]. Given the product [CH3:15][O:16][C:17]1[CH:18]=[N:19][CH:20]=[CH:21][C:22]=1[C:2]1[CH:7]=[CH:6][C:5]([N+:8]([O-:10])=[O:9])=[C:4]([O:11][CH:12]([CH3:14])[CH3:13])[CH:3]=1, predict the reactants needed to synthesize it. (2) The reactants are: [Cl:1][C:2]1[CH:7]=[CH:6][C:5]([S:8]([N:11]2[C:17]3[CH:18]=[CH:19][CH:20]=[CH:21][C:16]=3[CH2:15][CH2:14][CH2:13][CH2:12]2)(=[O:10])=[O:9])=[CH:4][C:3]=1[N:22]1[C:26]2=[N:27][C:28]([CH2:32][OH:33])=[CH:29][C:30]([CH3:31])=[C:25]2[NH:24][C:23]1=[O:34]. Given the product [Cl:1][C:2]1[CH:7]=[CH:6][C:5]([S:8]([N:11]2[C:17]3[CH:18]=[CH:19][CH:20]=[CH:21][C:16]=3[CH2:15][CH2:14][CH2:13][CH2:12]2)(=[O:9])=[O:10])=[CH:4][C:3]=1[N:22]1[C:26]2=[N:27][C:28]([CH:32]=[O:33])=[CH:29][C:30]([CH3:31])=[C:25]2[NH:24][C:23]1=[O:34], predict the reactants needed to synthesize it. (3) The reactants are: [Br:1][C:2]1[CH:3]=[CH:4][C:5]([CH2:10][CH2:11][C:12]2[CH:17]=[CH:16][CH:15]=[C:14]([O:18][CH3:19])[C:13]=2[CH3:20])=[C:6]([CH2:8]I)[CH:7]=1.CS(C)=O.[C-:25]#[N:26].[K+]. Given the product [Br:1][C:2]1[CH:3]=[CH:4][C:5]([CH2:10][CH2:11][C:12]2[CH:17]=[CH:16][CH:15]=[C:14]([O:18][CH3:19])[C:13]=2[CH3:20])=[C:6]([CH2:8][C:25]#[N:26])[CH:7]=1, predict the reactants needed to synthesize it. (4) Given the product [F:17][C:2]([F:1])([S:13]([O-:16])(=[O:15])=[O:14])[C:3]([F:11])([F:12])[C:4]([F:10])([F:9])[C:5]([F:8])([F:7])[F:6].[CH2:20]([C:29]1[SH+:30][CH:31]=[CH:32][CH:33]=1)[C:21]([C:23]1[CH:28]=[CH:27][CH:26]=[CH:25][CH:24]=1)=[O:22], predict the reactants needed to synthesize it. The reactants are: [F:1][C:2]([F:17])([S:13]([O-:16])(=[O:15])=[O:14])[C:3]([F:12])([F:11])[C:4]([F:10])([F:9])[C:5]([F:8])([F:7])[F:6].[K+].[Br-].[CH2:20]([C:29]1[SH+:30][CH:31]=[CH:32][CH:33]=1)[C:21]([C:23]1[CH:28]=[CH:27][CH:26]=[CH:25][CH:24]=1)=[O:22]. (5) The reactants are: [NH:1]1[CH:8]=[CH:7][C:5](=[O:6])[NH:4][C:2]1=[O:3].[CH2:9]([O:16][C@@H:17]1[C@@H:21]([CH2:22][O:23][CH2:24][C:25]2[CH:30]=[CH:29][CH:28]=[CH:27][CH:26]=2)[O:20][C@H:19](OC)[C@@:18]1([NH:34][C:35](=[O:40])[C:36]([F:39])([F:38])[F:37])[CH3:33])[C:10]1[CH:15]=[CH:14][CH:13]=[CH:12][CH:11]=1.FC(F)(F)S(O[Si](C)(C)C)(=O)=O. Given the product [CH2:9]([O:16][C@@H:17]1[C@@H:21]([CH2:22][O:23][CH2:24][C:25]2[CH:26]=[CH:27][CH:28]=[CH:29][CH:30]=2)[O:20][C@@H:19]([N:1]2[CH:8]=[CH:7][C:5](=[O:6])[NH:4][C:2]2=[O:3])[C@@:18]1([NH:34][C:35](=[O:40])[C:36]([F:39])([F:38])[F:37])[CH3:33])[C:10]1[CH:11]=[CH:12][CH:13]=[CH:14][CH:15]=1, predict the reactants needed to synthesize it. (6) Given the product [CH3:11][O:10][C:6]1[N:5]=[C:4]([CH3:12])[C:3]([CH2:2][NH:1][C:14]2[C:15]3[C:16](=[N:20][N:21]([CH2:23][C:24]4[CH:25]=[CH:26][C:27]([CH2:30][N:31]5[CH:35]=[CH:34][CH:33]=[N:32]5)=[CH:28][CH:29]=4)[CH:22]=3)[N:17]=[CH:18][N:19]=2)=[C:8]([OH:9])[CH:7]=1, predict the reactants needed to synthesize it. The reactants are: [NH2:1][CH2:2][C:3]1[C:4]([CH3:12])=[N:5][C:6]([O:10][CH3:11])=[CH:7][C:8]=1[OH:9].Cl[C:14]1[C:15]2[C:16](=[N:20][N:21]([CH2:23][C:24]3[CH:29]=[CH:28][C:27]([CH2:30][N:31]4[CH:35]=[CH:34][CH:33]=[N:32]4)=[CH:26][CH:25]=3)[CH:22]=2)[N:17]=[CH:18][N:19]=1.CCN(C(C)C)C(C)C. (7) Given the product [NH:28]1[C:29]2[CH:35]=[CH:34][CH:33]=[CH:32][C:30]=2[N:31]=[C:27]1[C@@H:23]1[CH2:24][CH2:25][CH2:26][N:22]1[C:19]([C:13]1([CH2:12][N:9]([OH:8])[CH:10]=[O:11])[CH2:14][CH2:15][CH2:16][CH2:17][CH2:18]1)=[O:21], predict the reactants needed to synthesize it. The reactants are: C([O:8][N:9]([CH2:12][C:13]1([C:19]([OH:21])=O)[CH2:18][CH2:17][CH2:16][CH2:15][CH2:14]1)[CH:10]=[O:11])C1C=CC=CC=1.[NH:22]1[CH2:26][CH2:25][CH2:24][C@H:23]1[C:27]1[NH:31][C:30]2[CH:32]=[CH:33][CH:34]=[CH:35][C:29]=2[N:28]=1. (8) Given the product [ClH:28].[F:1][C:2]1[CH:7]=[CH:6][CH:5]=[CH:4][C:3]=1[S:8][C:9]1[CH:10]=[N:11][C:12]([N:15]2[CH2:16][CH2:17][NH:18][CH2:19][CH2:20]2)=[N:13][CH:14]=1, predict the reactants needed to synthesize it. The reactants are: [F:1][C:2]1[CH:7]=[CH:6][CH:5]=[CH:4][C:3]=1[S:8][C:9]1[CH:10]=[N:11][C:12]([N:15]2[CH2:20][CH2:19][N:18](C(OC(C)(C)C)=O)[CH2:17][CH2:16]2)=[N:13][CH:14]=1.[ClH:28].